This data is from Forward reaction prediction with 1.9M reactions from USPTO patents (1976-2016). The task is: Predict the product of the given reaction. (1) Given the reactants [CH2:1]([N:4]1[C:12]2[CH:11]=[CH:10][C:9]([NH:13][C:14]([O:16][CH2:17][CH2:18][Si:19]([CH3:22])([CH3:21])[CH3:20])=[O:15])=[CH:8][C:7]=2[CH:6]2[CH2:23][N:24]([C:27]([O:29][C:30]([CH3:33])([CH3:32])[CH3:31])=[O:28])[CH2:25][CH2:26][CH:5]12)[CH:2]=[CH2:3].[H-].[Na+].[CH3:36]I, predict the reaction product. The product is: [CH2:1]([N:4]1[C:12]2[CH:11]=[CH:10][C:9]([N:13]([CH3:36])[C:14]([O:16][CH2:17][CH2:18][Si:19]([CH3:22])([CH3:21])[CH3:20])=[O:15])=[CH:8][C:7]=2[CH:6]2[CH2:23][N:24]([C:27]([O:29][C:30]([CH3:33])([CH3:32])[CH3:31])=[O:28])[CH2:25][CH2:26][CH:5]12)[CH:2]=[CH2:3]. (2) Given the reactants [Li]CCCC.Br[C:7]1[CH:8]=[N:9][CH:10]=[CH:11][CH:12]=1.[CH2:13]1[O:23][C:16]2([CH2:21][CH2:20][C:19](=[O:22])[CH2:18][CH2:17]2)[O:15][CH2:14]1.O, predict the reaction product. The product is: [CH2:14]1[O:15][C:16]2([CH2:21][CH2:20][C:19]([OH:22])([C:7]3[CH:8]=[N:9][CH:10]=[CH:11][CH:12]=3)[CH2:18][CH2:17]2)[O:23][CH2:13]1. (3) Given the reactants [CH2:1]([N:3]([CH2:20][CH3:21])[CH2:4][CH2:5][N:6]1[CH2:19][C:8]2([CH2:11][N:10](C(OC(C)(C)C)=O)[CH2:9]2)[CH2:7]1)[CH3:2].[C:22]([OH:28])([C:24]([F:27])([F:26])[F:25])=[O:23], predict the reaction product. The product is: [F:25][C:24]([F:27])([F:26])[C:22]([OH:28])=[O:23].[F:25][C:24]([F:27])([F:26])[C:22]([OH:28])=[O:23].[F:25][C:24]([F:27])([F:26])[C:22]([OH:28])=[O:23].[CH2:20]([N:3]([CH2:1][CH3:2])[CH2:4][CH2:5][N:6]1[CH2:19][C:8]2([CH2:11][NH:10][CH2:9]2)[CH2:7]1)[CH3:21]. (4) Given the reactants [Cl:1][C:2]1[CH:9]=[C:8]([N:10]2[CH:14]([CH2:15][CH:16]([CH3:18])[CH3:17])[C:13](=[O:19])[C:12]([CH3:21])([CH3:20])[C:11]2=[O:22])[CH:7]=[CH:6][C:3]=1[C:4]#[N:5].C([BH-](C(CC)C)C(CC)C)(CC)C.[Li+].C1COCC1, predict the reaction product. The product is: [Cl:1][C:2]1[CH:9]=[C:8]([N:10]2[C@H:14]([CH2:15][CH:16]([CH3:17])[CH3:18])[C@H:13]([OH:19])[C:12]([CH3:20])([CH3:21])[C:11]2=[O:22])[CH:7]=[CH:6][C:3]=1[C:4]#[N:5]. (5) Given the reactants [CH:1]1([C:7]2[C:8]3[CH:34]=[CH:33][C:32]([C:35]([O:37][CH3:38])=[O:36])=[CH:31][C:9]=3[N:10]3[C:16]=2[C:15]2[CH:17]=[CH:18][CH:19]=[C:20]([O:21][CH2:22][C:23](=O)[N:24]4[CH2:29][CH2:28][CH2:27][CH2:26][CH2:25]4)[C:14]=2[O:13][CH2:12][CH2:11]3)[CH2:6][CH2:5][CH2:4][CH2:3][CH2:2]1.Cl.[OH-].[Na+].C(=O)([O-])O.[Na+], predict the reaction product. The product is: [CH:1]1([C:7]2[C:8]3[CH:34]=[CH:33][C:32]([C:35]([O:37][CH3:38])=[O:36])=[CH:31][C:9]=3[N:10]3[C:16]=2[C:15]2[CH:17]=[CH:18][CH:19]=[C:20]([O:21][CH2:22][CH2:23][N:24]4[CH2:29][CH2:28][CH2:27][CH2:26][CH2:25]4)[C:14]=2[O:13][CH2:12][CH2:11]3)[CH2:2][CH2:3][CH2:4][CH2:5][CH2:6]1. (6) Given the reactants [I:1][C:2]1[C:10]2[C:5](=[CH:6][C:7]([C@H:11]3[C@@:13]4([C:21]5[C:16](=[CH:17][CH:18]=[CH:19][CH:20]=5)[NH:15][C:14]4=[O:22])[CH2:12]3)=[CH:8][CH:9]=2)[NH:4][N:3]=1.I[C:24]1C2C(=CC(/C=C3/C(=O)N(C)C4C/3=CC=CC=4)=CC=2)NN=1, predict the reaction product. The product is: [I:1][C:2]1[C:10]2[C:5](=[CH:6][C:7]([C@H:11]3[C@@:13]4([C:21]5[C:16](=[CH:17][CH:18]=[CH:19][CH:20]=5)[N:15]([CH3:24])[C:14]4=[O:22])[CH2:12]3)=[CH:8][CH:9]=2)[NH:4][N:3]=1. (7) Given the reactants [C:1]([NH:8][C@H:9]([C:18]([OH:20])=[O:19])[CH2:10][C:11]1[CH:16]=[CH:15][C:14]([I:17])=[CH:13][CH:12]=1)([O:3][C:4]([CH3:7])([CH3:6])[CH3:5])=[O:2].C1CCN2C(=NCCC2)CC1.[CH2:32](Br)[C:33]1[CH:38]=[CH:37][CH:36]=[CH:35][CH:34]=1, predict the reaction product. The product is: [CH2:32]([O:19][C:18](=[O:20])[C@H:9]([CH2:10][C:11]1[CH:12]=[CH:13][C:14]([I:17])=[CH:15][CH:16]=1)[NH:8][C:1]([O:3][C:4]([CH3:5])([CH3:7])[CH3:6])=[O:2])[C:33]1[CH:38]=[CH:37][CH:36]=[CH:35][CH:34]=1. (8) Given the reactants [NH:1]1[C:9]2[C:4](=[CH:5][CH:6]=[CH:7][C:8]=2[CH2:10][CH2:11][C:12]2[CH:21]=[CH:20][C:15]([C:16]([O:18][CH3:19])=[O:17])=[CH:14][CH:13]=2)[CH2:3][CH2:2]1.IC1C=CC=C2C=1N([CH2:32][C:33]1[CH:38]=[CH:37][CH:36]=[C:35]([O:39][CH3:40])[CH:34]=1)C=C2.C(C1C=CC(C(OC)=O)=CC=1)=C, predict the reaction product. The product is: [CH3:40][O:39][C:35]1[CH:34]=[C:33]([CH:38]=[CH:37][CH:36]=1)[CH2:32][N:1]1[C:9]2[C:4](=[CH:5][CH:6]=[CH:7][C:8]=2[CH2:10][CH2:11][C:12]2[CH:21]=[CH:20][C:15]([C:16]([O:18][CH3:19])=[O:17])=[CH:14][CH:13]=2)[CH:3]=[CH:2]1. (9) Given the reactants [CH2:1]([N:4]([C:14](=[O:25])[CH2:15][C:16]1[C:21]([CH3:22])=[CH:20][C:19]([CH3:23])=[CH:18][C:17]=1[CH3:24])[C:5]1[N:6]=[CH:7][S:8][C:9]=1[C:10]([O:12]C)=O)[CH:2]=[CH2:3].[H-].[Na+].O, predict the reaction product. The product is: [CH2:1]([N:4]1[C:14](=[O:25])[C:15]([C:16]2[C:17]([CH3:24])=[CH:18][C:19]([CH3:23])=[CH:20][C:21]=2[CH3:22])=[C:10]([OH:12])[C:9]2[S:8][CH:7]=[N:6][C:5]1=2)[CH:2]=[CH2:3].